This data is from Reaction yield outcomes from USPTO patents with 853,638 reactions. The task is: Predict the reaction yield, written as a fraction of the theoretical maximum amount of product (1.0 means a 100% yield; for example, 0.34 means a 34% yield). (1) The reactants are O[Li].O.[Br:4][C:5]1[CH:6]=[CH:7][C:8]2[N:9]([CH2:19][CH:20]3[O:24]C(=O)[N:22]([C:26]4[CH:31]=[CH:30][CH:29]=[CH:28][N:27]=4)[CH2:21]3)[C:10]3[C:15]([C:16]=2[CH:17]=1)=[CH:14][C:13]([Br:18])=[CH:12][CH:11]=3. The catalyst is C1COCC1.O. The product is [Br:18][C:13]1[CH:12]=[CH:11][C:10]2[N:9]([CH2:19][CH:20]([OH:24])[CH2:21][NH:22][C:26]3[CH:31]=[CH:30][CH:29]=[CH:28][N:27]=3)[C:8]3[C:16]([C:15]=2[CH:14]=1)=[CH:17][C:5]([Br:4])=[CH:6][CH:7]=3. The yield is 0.410. (2) The yield is 0.140. The reactants are [S:1]1[C:5]([CH:6]=O)=[CH:4][N:3]=[CH:2]1.[NH:8]1[CH:12]=[CH:11][CH:10]=[CH:9]1. The catalyst is C(O)(=O)CC. The product is [S:1]1[C:5]([C:6]2[C:12]3[NH:8][C:9]([C:6]([C:5]4[S:1][CH:2]=[N:3][CH:4]=4)=[C:9]4[N:8]=[C:12]([C:6]([C:5]5[S:1][CH:2]=[N:3][CH:4]=5)=[C:9]5[NH:8][C:12](=[C:6]([C:5]6[S:1][CH:2]=[N:3][CH:4]=6)[C:9]6[CH:10]=[CH:11][C:12]=2[N:8]=6)[CH:11]=[CH:10]5)[CH:11]=[CH:10]4)=[CH:10][CH:11]=3)=[CH:4][N:3]=[CH:2]1. (3) The product is [Br:1][C:2]1[C:3]([F:16])=[C:4]([NH:8][N:24]=[C:32]([C:31](=[O:37])[CH2:30][O:29][CH3:28])[C:33]([O:35][CH3:36])=[O:34])[CH:5]=[CH:6][CH:7]=1. The catalyst is CCOC(C)=O.O.CCO. The yield is 0.620. The reactants are [Br:1][C:2]1[C:3]([F:16])=[C:4]([NH:8]C(=O)OC(C)(C)C)[CH:5]=[CH:6][CH:7]=1.Cl.CCOC(C)=O.[N:24]([O-])=O.[Na+].[CH3:28][O:29][CH2:30][C:31](=[O:37])[CH2:32][C:33]([O:35][CH3:36])=[O:34].CC([O-])=O.[Na+]. (4) The reactants are [Br:1][C:2]1[CH:11]=[C:10]2[C:5]([CH:6]=[CH:7][C:8](Cl)=[N:9]2)=[CH:4][N:3]=1.[CH3:13][N:14]1[CH:18]=[C:17](B2OC(C)(C)C(C)(C)O2)[CH:16]=[N:15]1.C(=O)([O-])[O-].[Na+].[Na+]. The catalyst is C1COCC1.C(OCC)(=O)C. The product is [Br:1][C:2]1[CH:11]=[C:10]2[C:5]([CH:6]=[CH:7][C:8]([C:17]3[CH:16]=[N:15][N:14]([CH3:13])[CH:18]=3)=[N:9]2)=[CH:4][N:3]=1. The yield is 0.540.